Dataset: HIV replication inhibition screening data with 41,000+ compounds from the AIDS Antiviral Screen. Task: Binary Classification. Given a drug SMILES string, predict its activity (active/inactive) in a high-throughput screening assay against a specified biological target. (1) The drug is Cc1ccc(NC(=O)C(=O)C2NC(=S)NC2=O)c([N+](=O)[O-])c1. The result is 0 (inactive). (2) The compound is Nc1ccccc1C(=O)NN=C1C(=O)Nc2ccccc21. The result is 0 (inactive). (3) The result is 0 (inactive). The drug is OCC(O)COc1c(Cl)ccc(Cl)c1Cl. (4) The molecule is C[N+](C)(C)CCC(=O)CC[N+](C)(C)C.[I-]. The result is 0 (inactive). (5) The drug is CC(CCn1[nH]c(=O)ccc1=O)=NNC(=O)C(=O)NN. The result is 0 (inactive). (6) The drug is CN1C(=O)C23SSC1(C)C(=O)N2c1ccccc1C3(C)C. The result is 0 (inactive).